From a dataset of Reaction yield outcomes from USPTO patents with 853,638 reactions. Predict the reaction yield, written as a fraction of the theoretical maximum amount of product (1.0 means a 100% yield; for example, 0.34 means a 34% yield). (1) The reactants are [Cl:1][C:2]1[CH:7]=[CH:6][C:5]([C:8]([CH3:29])([CH3:28])[CH2:9][C:10]([OH:27])([C:23]([F:26])([F:25])[F:24])[CH:11]=[N:12][C:13]2[CH:22]=[CH:21][CH:20]=[C:19]3[C:14]=2[CH:15]=[CH:16][N:17]=[CH:18]3)=[C:4]([O:30]C)[C:3]=1[F:32].B(Br)(Br)Br.C(=O)(O)[O-:38].[Na+].C(OCC)(=O)C. The catalyst is ClCCl. The product is [Cl:1][C:2]1[CH:7]=[C:6]2[C:5]([C:8]([CH3:28])([CH3:29])[CH2:9][C:10]([OH:27])([C:23]([F:24])([F:25])[F:26])[CH:11]2[NH:12][C:13]2[CH:22]=[CH:21][CH:20]=[C:19]3[C:14]=2[CH:15]=[CH:16][NH:17][C:18]3=[O:38])=[C:4]([OH:30])[C:3]=1[F:32]. The yield is 0.316. (2) The reactants are [Br:1][C:2]1[CH:7]=[C:6]([C:8]([F:20])([C:16]([F:19])([F:18])[F:17])[C:9]([F:15])([F:14])[C:10]([F:13])([F:12])[F:11])[CH:5]=[C:4]([Cl:21])[C:3]=1[NH2:22].[F:23][C:24]1[C:32]([N+:33]([O-:35])=[O:34])=[CH:31][CH:30]=[CH:29][C:25]=1[C:26](O)=[O:27].C(N(CC)CC)C.O=C1N([ClH]P([ClH]N2CCOC2=O)=O)CCO1. The catalyst is ClCCl. The product is [Br:1][C:2]1[CH:7]=[C:6]([C:8]([F:20])([C:16]([F:17])([F:18])[F:19])[C:9]([F:14])([F:15])[C:10]([F:11])([F:13])[F:12])[CH:5]=[C:4]([Cl:21])[C:3]=1[NH:22][C:26](=[O:27])[C:25]1[CH:29]=[CH:30][CH:31]=[C:32]([N+:33]([O-:35])=[O:34])[C:24]=1[F:23]. The yield is 0.430. (3) The product is [Br:11][C:8]1[CH:9]=[CH:10][C:2]2[N:1]=[C:12]([C:13]3[CH:18]=[CH:17][CH:16]=[CH:15][CH:14]=3)[O:5][C:4](=[O:6])[C:3]=2[CH:7]=1. The yield is 0.970. No catalyst specified. The reactants are [NH2:1][C:2]1[CH:10]=[CH:9][C:8]([Br:11])=[CH:7][C:3]=1[C:4]([OH:6])=[O:5].[C:12](Cl)(=O)[C:13]1[CH:18]=[CH:17][CH:16]=[CH:15][CH:14]=1. (4) The catalyst is CO.O1CCCC1. The yield is 0.920. The product is [SH:13][C:9]1[CH:10]=[C:11]2[C:6](=[CH:7][CH:8]=1)[C:5](=[O:24])[N:4]([CH2:3][C:2]([F:25])([F:1])[F:26])[CH2:12]2. The reactants are [F:1][C:2]([F:26])([F:25])[CH2:3][N:4]1[CH2:12][C:11]2[C:6](=[CH:7][CH:8]=[C:9]([S:13][Si](C(C)C)(C(C)C)C(C)C)[CH:10]=2)[C:5]1=[O:24].Cl. (5) The reactants are [C:1]([O:4][C@@H:5]1[O:17][C@H:16]([CH2:18]Cl)[C@@H:11]([O:12][C:13](=[O:15])[CH3:14])[C@H:6]1[O:7][C:8](=[O:10])[CH3:9])(=[O:3])[CH3:2].CC(O)C.C([O-])([O-])=O.[Na+].[Na+].[H][H]. The catalyst is [Ni].C1(C)C=CC=CC=1. The product is [C:1]([O:4][C@@H:5]1[O:17][C@H:16]([CH3:18])[C@@H:11]([O:12][C:13](=[O:15])[CH3:14])[C@H:6]1[O:7][C:8](=[O:10])[CH3:9])(=[O:3])[CH3:2]. The yield is 0.630. (6) The reactants are CI.CC[N:5]([CH2:8][CH3:9])[CH2:6][CH3:7].[CH2:10]([NH:12][CH3:13])[CH3:11].[C:14]([OH:20])(C(F)(F)F)=O.C(Cl)Cl.C([O-])(O)=O.[Na+].C(#[N:31])C. The catalyst is C(Cl)Cl.CCOCC. The product is [CH2:10]([N:12]([CH3:13])[C:14]([N:5]1[CH2:6][CH2:7][NH:31][CH2:9][CH2:8]1)=[O:20])[CH3:11]. The yield is 0.170.